From a dataset of Full USPTO retrosynthesis dataset with 1.9M reactions from patents (1976-2016). Predict the reactants needed to synthesize the given product. (1) Given the product [CH2:1]([O:3][C:4](=[O:16])/[CH:5]=[C:6](/[O:8][C:9]1[CH:14]=[CH:13][CH:12]=[C:11]([Br:15])[CH:10]=1)\[CH2:7][Br:17])[CH3:2], predict the reactants needed to synthesize it. The reactants are: [CH2:1]([O:3][C:4](=[O:16])/[CH:5]=[C:6](/[O:8][C:9]1[CH:14]=[CH:13][CH:12]=[C:11]([Br:15])[CH:10]=1)\[CH3:7])[CH3:2].[Br:17]N1C(=O)CCC1=O.C(OOC(=O)C1C=CC=CC=1)(=O)C1C=CC=CC=1. (2) Given the product [C:6]([CH:4]([CH:2]([C:1]([OH:10])=[O:9])[OH:3])[OH:5])([OH:8])=[O:7].[CH3:11][C:12]([OH:15])([CH3:14])[CH3:13], predict the reactants needed to synthesize it. The reactants are: [C:1]([OH:10])(=[O:9])[C@@H:2]([C@H:4]([C:6]([OH:8])=[O:7])[OH:5])[OH:3].[CH3:11][C:12]([OH:15])([CH3:14])[CH3:13]. (3) Given the product [F:1][C:2]1[CH:24]=[C:23]([F:25])[CH:22]=[CH:21][C:3]=1[CH2:4][N:5]1[C:9]([CH2:10][CH2:11][CH2:12][OH:13])=[CH:8][C:7]([O:17][CH:18]([CH3:20])[CH3:19])=[N:6]1, predict the reactants needed to synthesize it. The reactants are: [F:1][C:2]1[CH:24]=[C:23]([F:25])[CH:22]=[CH:21][C:3]=1[CH2:4][N:5]1[C:9]([CH2:10][CH2:11][C:12](OCC)=[O:13])=[CH:8][C:7]([O:17][CH:18]([CH3:20])[CH3:19])=[N:6]1.[H-].C([Al+]CC(C)C)C(C)C.CO.[C@H](O)(C([O-])=O)[C@@H](O)C([O-])=O.[Na+].[K+]. (4) The reactants are: [CH2:1]([O:3][C:4](=[O:31])[CH2:5][C:6]1[CH:11]=[CH:10][N:9]=[C:8]([N:12](C(OC(C)(C)C)=O)[CH2:13][C:14]([F:22])([F:21])[C:15]2[CH:20]=[CH:19][CH:18]=[CH:17][N:16]=2)[C:7]=1[F:30])[CH3:2].Cl. Given the product [CH2:1]([O:3][C:4](=[O:31])[CH2:5][C:6]1[CH:11]=[CH:10][N:9]=[C:8]([NH:12][CH2:13][C:14]([F:22])([F:21])[C:15]2[CH:20]=[CH:19][CH:18]=[CH:17][N:16]=2)[C:7]=1[F:30])[CH3:2], predict the reactants needed to synthesize it. (5) Given the product [NH2:1][C:2]1[CH:14]=[CH:13][C:12]([C:24]2[CH:25]=[N:26][N:27]([CH2:29][CH2:30][CH2:31][OH:32])[CH:28]=2)=[CH:11][C:3]=1[C:4]([N:6]([CH2:9][CH3:10])[CH2:7][CH3:8])=[O:5], predict the reactants needed to synthesize it. The reactants are: [NH2:1][C:2]1[CH:14]=[CH:13][C:12](Br)=[CH:11][C:3]=1[C:4]([N:6]([CH2:9][CH3:10])[CH2:7][CH3:8])=[O:5].CC1(C)C(C)(C)OB([C:24]2[CH:25]=[N:26][N:27]([CH2:29][CH2:30][CH2:31][OH:32])[CH:28]=2)O1.ClCCl.C(=O)([O-])[O-].[K+].[K+].O1CCOCC1.O. (6) Given the product [NH2:30][CH2:31][CH2:32][CH2:33][CH2:34][C@H:35]([NH:39][C:65]([NH:64][CH2:57][C:58]1[CH:63]=[CH:62][CH:61]=[CH:60][CH:59]=1)=[O:66])[C:36]([NH:1][C:2]1[CH:3]=[CH:4][C:5]([CH2:6][N:7]([CH:15]2[CH2:20][CH2:19][CH2:18][CH2:17][CH2:16]2)[C:8]([C:10]2[O:11][CH:12]=[CH:13][CH:14]=2)=[O:9])=[CH:21][CH:22]=1)=[O:37], predict the reactants needed to synthesize it. The reactants are: [NH2:1][C:2]1[CH:22]=[CH:21][C:5]([CH2:6][N:7]([CH:15]2[CH2:20][CH2:19][CH2:18][CH2:17][CH2:16]2)[C:8]([C:10]2[O:11][CH:12]=[CH:13][CH:14]=2)=[O:9])=[CH:4][CH:3]=1.C(OC([NH:30][CH2:31][CH2:32][CH2:33][CH2:34][C@H:35]([NH:39]C(OCC1C2C=CC=CC=2C2C1=CC=CC=2)=O)[C:36](O)=[O:37])=O)(C)(C)C.[CH2:57]([N:64]=[C:65]=[O:66])[C:58]1[CH:63]=[CH:62][CH:61]=[CH:60][CH:59]=1.